Dataset: Forward reaction prediction with 1.9M reactions from USPTO patents (1976-2016). Task: Predict the product of the given reaction. (1) Given the reactants [CH2:1]([C:9]1[N:10]=[C:11]2[C:17]3[CH:18]=[CH:19][CH:20]=[CH:21][C:16]=3[NH:15][C:14]3[N:22]=[CH:23][CH:24]=[CH:25][C:13]=3[N:12]2[CH:26]=1)[CH2:2][C:3]1[CH:8]=[CH:7][CH:6]=[CH:5][CH:4]=1.[Br:27]N1C(=O)CCC1=O, predict the reaction product. The product is: [Br:27][C:26]1[N:12]2[C:13]3[CH:25]=[CH:24][CH:23]=[N:22][C:14]=3[NH:15][C:16]3[CH:21]=[CH:20][CH:19]=[CH:18][C:17]=3[C:11]2=[N:10][C:9]=1[CH2:1][CH2:2][C:3]1[CH:4]=[CH:5][CH:6]=[CH:7][CH:8]=1. (2) The product is: [OH:30][C:20]1([C:10]2[CH:11]=[C:12]([C:13]3[CH:18]=[CH:17][C:16]([CH3:19])=[CH:15][CH:14]=3)[N:8]([C:5]3[CH:4]=[CH:3][C:2]([Cl:1])=[CH:7][CH:6]=3)[N:9]=2)[CH2:21][CH2:22][C:23](=[O:24])[CH2:28][CH2:29]1. Given the reactants [Cl:1][C:2]1[CH:7]=[CH:6][C:5]([N:8]2[C:12]([C:13]3[CH:18]=[CH:17][C:16]([CH3:19])=[CH:15][CH:14]=3)=[CH:11][C:10]([C:20]3([OH:30])[CH2:29][CH2:28][C:23]4(OCC[O:24]4)[CH2:22][CH2:21]3)=[N:9]2)=[CH:4][CH:3]=1.C(=O)([O-])O.[Na+], predict the reaction product. (3) Given the reactants [OH:1][C:2]([CH3:35])([CH3:34])[CH2:3][C@@:4]1([C:28]2[CH:33]=[CH:32][CH:31]=[CH:30][CH:29]=2)[O:9][C:8](=[O:10])[N:7]([C@H:11]([C:13]2[CH:18]=[CH:17][C:16](B3OC(C)(C)C(C)(C)O3)=[CH:15][CH:14]=2)[CH3:12])[CH2:6][CH2:5]1.Br[C:37]1[S:38][C:39]([C:42]([NH:44][C:45]([CH3:48])([CH3:47])[CH3:46])=[O:43])=[CH:40][N:41]=1, predict the reaction product. The product is: [C:45]([NH:44][C:42]([C:39]1[S:38][C:37]([C:16]2[CH:15]=[CH:14][C:13]([C@@H:11]([N:7]3[CH2:6][CH2:5][C@:4]([CH2:3][C:2]([OH:1])([CH3:34])[CH3:35])([C:28]4[CH:33]=[CH:32][CH:31]=[CH:30][CH:29]=4)[O:9][C:8]3=[O:10])[CH3:12])=[CH:18][CH:17]=2)=[N:41][CH:40]=1)=[O:43])([CH3:48])([CH3:47])[CH3:46]. (4) Given the reactants Cl[C:2]1[N:7]=[C:6]([NH:8][C@@H:9]2[CH2:14][CH2:13][CH2:12][CH2:11][C@H:10]2[NH:15][S:16]([CH3:19])(=[O:18])=[O:17])[C:5]([Cl:20])=[CH:4][N:3]=1.[NH2:21][C:22]1[CH:23]=[CH:24][C:25]2[CH2:31][CH:30]([NH:32][CH2:33][CH2:34][OH:35])[CH2:29][CH2:28][CH2:27][C:26]=2[C:36]=1[O:37][CH3:38], predict the reaction product. The product is: [Cl:20][C:5]1[C:6]([NH:8][C@@H:9]2[CH2:14][CH2:13][CH2:12][CH2:11][C@H:10]2[NH:15][S:16]([CH3:19])(=[O:18])=[O:17])=[N:7][C:2]([NH:21][C:22]2[CH:23]=[CH:24][C:25]3[CH2:31][CH:30]([NH:32][CH2:33][CH2:34][OH:35])[CH2:29][CH2:28][CH2:27][C:26]=3[C:36]=2[O:37][CH3:38])=[N:3][CH:4]=1. (5) Given the reactants [C:1]([O:5][C:6]([NH:8][CH2:9][CH:10]([NH:15][S:16]([C:19]1[C:31]([CH3:32])=[CH:30][C:22]([O:23][CH2:24][CH2:25][CH2:26][C:27](O)=[O:28])=[CH:21][C:20]=1[CH3:33])(=[O:18])=[O:17])[C:11]([O:13][CH3:14])=[O:12])=[O:7])([CH3:4])([CH3:3])[CH3:2].CN1CCOCC1.CC(C)(C)C(Cl)=O.Cl.[NH2:49][CH2:50][CH2:51][NH:52][C:53](=[O:62])[O:54][CH2:55][C:56]1[CH:61]=[CH:60][CH:59]=[CH:58][CH:57]=1, predict the reaction product. The product is: [C:1]([O:5][C:6]([NH:8][CH2:9][C@H:10]([NH:15][S:16]([C:19]1[C:31]([CH3:32])=[CH:30][C:22]([O:23][CH2:24][CH2:25][CH2:26][C:27](=[O:28])[NH:49][CH2:50][CH2:51][NH:52][C:53]([O:54][CH2:55][C:56]2[CH:57]=[CH:58][CH:59]=[CH:60][CH:61]=2)=[O:62])=[CH:21][C:20]=1[CH3:33])(=[O:18])=[O:17])[C:11]([O:13][CH3:14])=[O:12])=[O:7])([CH3:2])([CH3:3])[CH3:4]. (6) Given the reactants [O:1]1[C:5]2[CH:6]=[CH:7][CH:8]=[CH:9][C:4]=2[CH:3]=[C:2]1[C:10]([NH:12][C:13]1([C:19]([O:21]C)=[O:20])[CH2:18][CH2:17][CH2:16][CH2:15][CH2:14]1)=[O:11].[OH-].[Na+], predict the reaction product. The product is: [O:1]1[C:5]2[CH:6]=[CH:7][CH:8]=[CH:9][C:4]=2[CH:3]=[C:2]1[C:10]([NH:12][C:13]1([C:19]([OH:21])=[O:20])[CH2:18][CH2:17][CH2:16][CH2:15][CH2:14]1)=[O:11]. (7) Given the reactants [Si:1]([O:8][C@H:9]1[CH2:13][CH2:12][O:11]C1=O)([C:4]([CH3:7])([CH3:6])[CH3:5])([CH3:3])[CH3:2].[C:15](=[O:18])([O-])[O-:16].[K+].[K+].[CH3:21]O, predict the reaction product. The product is: [Si:1]([O:8][C@@H:9]([CH2:13][CH2:12][OH:11])[C:15]([O:16][CH3:21])=[O:18])([C:4]([CH3:7])([CH3:5])[CH3:6])([CH3:3])[CH3:2]. (8) Given the reactants C[O:2][C:3](=[O:29])[CH:4]=[CH:5][C:6]1[CH:11]=[CH:10][C:9]([Cl:12])=[C:8]([NH:13][C:14]([C:16]2[CH:17]=[C:18]([C:23]3[CH:28]=[CH:27][CH:26]=[CH:25][CH:24]=3)[CH:19]=[CH:20][C:21]=2[F:22])=[O:15])[CH:7]=1.CO.[OH-].[Na+], predict the reaction product. The product is: [Cl:12][C:9]1[CH:10]=[CH:11][C:6]([CH:5]=[CH:4][C:3]([OH:29])=[O:2])=[CH:7][C:8]=1[NH:13][C:14]([C:16]1[CH:17]=[C:18]([C:23]2[CH:28]=[CH:27][CH:26]=[CH:25][CH:24]=2)[CH:19]=[CH:20][C:21]=1[F:22])=[O:15].